From a dataset of Catalyst prediction with 721,799 reactions and 888 catalyst types from USPTO. Predict which catalyst facilitates the given reaction. (1) Reactant: [Cl:1][C:2]1[C:3]([OH:11])=[CH:4][C:5]([OH:10])=[C:6]([CH:9]=1)[CH:7]=[O:8].[CH:12](=[O:24])[CH2:13][CH2:14][CH2:15][CH2:16][CH2:17][CH2:18][CH2:19][CH2:20][CH2:21][CH2:22][CH3:23].[Cl-].[Ca+2].[Cl-].CO.[OH-].[K+].Cl. Product: [Cl:1][C:2]1[C:3]([OH:11])=[C:4]([CH:12]([OH:24])[CH2:13][CH2:14][CH2:15][CH2:16][CH2:17][CH2:18][CH2:19][CH2:20][CH2:21][CH2:22][CH3:23])[C:5]([OH:10])=[C:6]([CH:9]=1)[CH:7]=[O:8].[Cl:1][C:2]1[C:3]([OH:11])=[CH:4][C:5]([OH:10])=[C:6]([CH:9]=1)[CH:7]=[O:8]. The catalyst class is: 5. (2) Reactant: [F:1][C:2]([F:42])([F:41])[C:3]1[CH:4]=[C:5]([CH:34]=[C:35]([C:37]([F:40])([F:39])[F:38])[CH:36]=1)[CH2:6][C:7]1[C:12]([N:13]2[CH2:18][CH2:17][O:16][CH2:15][CH2:14]2)=[CH:11][N:10]=[C:9]([NH:19][C@@H:20]2[C:29]3[C:24](=[CH:25][CH:26]=[C:27]([O:30][CH3:31])[N:28]=3)[NH:23][C@H:22]([CH2:32][CH3:33])[CH2:21]2)[N:8]=1.C([N:45]([CH2:48]C)CC)C.Cl[C:51](Cl)([O:53]C(=O)OC(Cl)(Cl)Cl)Cl.[OH2:62]. Product: [CH3:51][O:53][NH:45][C:48]([N:23]1[C:24]2[C:29](=[N:28][C:27]([O:30][CH3:31])=[CH:26][CH:25]=2)[C@@H:20]([NH:19][C:9]2[N:8]=[C:7]([CH2:6][C:5]3[CH:4]=[C:3]([C:2]([F:1])([F:41])[F:42])[CH:36]=[C:35]([C:37]([F:38])([F:39])[F:40])[CH:34]=3)[C:12]([N:13]3[CH2:14][CH2:15][O:16][CH2:17][CH2:18]3)=[CH:11][N:10]=2)[CH2:21][C@H:22]1[CH2:32][CH3:33])=[O:62]. The catalyst class is: 2. (3) Reactant: B1(B2C3CCCC2CCC3)C2CCCC1CCC2.[NH2:19][C:20]1[C:21]2[C:28]([C:29]3[CH:30]=[N:31][C:32]4[C:37]([CH:38]=3)=[CH:36][CH:35]=[CH:34][CH:33]=4)=[C:27](Br)[N:26]([CH2:40][C@@H:41]([NH:44][C:45](=[O:51])[O:46][C:47]([CH3:50])([CH3:49])[CH3:48])[CH:42]=[CH2:43])[C:22]=2[N:23]=[CH:24][N:25]=1.[OH-].[Na+]. Product: [NH2:19][C:20]1[C:21]2[C:28]([C:29]3[CH:30]=[N:31][C:32]4[C:37]([CH:38]=3)=[CH:36][CH:35]=[CH:34][CH:33]=4)=[C:27]3[N:26]([C:22]=2[N:23]=[CH:24][N:25]=1)[CH2:40][C@@H:41]([NH:44][C:45](=[O:51])[O:46][C:47]([CH3:50])([CH3:49])[CH3:48])[CH2:42][CH2:43]3. The catalyst class is: 57.